Dataset: NCI-60 drug combinations with 297,098 pairs across 59 cell lines. Task: Regression. Given two drug SMILES strings and cell line genomic features, predict the synergy score measuring deviation from expected non-interaction effect. Drug 1: C1CCC(C1)C(CC#N)N2C=C(C=N2)C3=C4C=CNC4=NC=N3. Drug 2: C1CCC(CC1)NC(=O)N(CCCl)N=O. Cell line: A498. Synergy scores: CSS=10.2, Synergy_ZIP=-3.32, Synergy_Bliss=4.05, Synergy_Loewe=1.56, Synergy_HSA=2.24.